Dataset: Full USPTO retrosynthesis dataset with 1.9M reactions from patents (1976-2016). Task: Predict the reactants needed to synthesize the given product. (1) Given the product [CH2:16]([O:15][C@@H:6]1[C@@H:7]([O:14][CH2:16][C:17]2[CH:22]=[CH:21][CH:20]=[CH:19][CH:18]=2)[C@H:8]([O:13][CH2:16][C:17]2[CH:22]=[CH:21][CH:20]=[CH:19][CH:18]=2)[C@@H:9]([CH2:11][O:12][CH2:16][C:17]2[CH:22]=[CH:21][CH:20]=[CH:19][CH:18]=2)[O:10][C@@H:5]1[O:4][CH3:3])[C:17]1[CH:22]=[CH:21][CH:20]=[CH:19][CH:18]=1, predict the reactants needed to synthesize it. The reactants are: [H-].[Na+].[CH3:3][O:4][C@H:5]1[O:10][C@H:9]([CH2:11][OH:12])[C@@H:8]([OH:13])[C@H:7]([OH:14])[C@H:6]1[OH:15].[CH2:16](Br)[C:17]1[CH:22]=[CH:21][CH:20]=[CH:19][CH:18]=1. (2) The reactants are: I[C:2]1[N:3]=[CH:4][N:5]2[CH:9]=[CH:8][S:7][C:6]=12.[Si:10]([O:17][C@H:18]1[CH2:22][N:21]([C:23]([O:25][CH2:26][C:27]2[CH:32]=[CH:31][C:30]([N+:33]([O-:35])=[O:34])=[CH:29][CH:28]=2)=[O:24])[C@H:20]([CH:36]=[O:37])[CH2:19]1)([C:13]([CH3:16])([CH3:15])[CH3:14])([CH3:12])[CH3:11]. Given the product [Si:10]([O:17][C@H:18]1[CH2:22][N:21]([C:23]([O:25][CH2:26][C:27]2[CH:32]=[CH:31][C:30]([N+:33]([O-:35])=[O:34])=[CH:29][CH:28]=2)=[O:24])[C@H:20]([CH:36]([OH:37])[C:2]2[N:3]=[CH:4][N:5]3[CH:9]=[CH:8][S:7][C:6]=23)[CH2:19]1)([C:13]([CH3:16])([CH3:15])[CH3:14])([CH3:12])[CH3:11], predict the reactants needed to synthesize it.